Dataset: Reaction yield outcomes from USPTO patents with 853,638 reactions. Task: Predict the reaction yield, written as a fraction of the theoretical maximum amount of product (1.0 means a 100% yield; for example, 0.34 means a 34% yield). (1) The reactants are [C:1]([C:5]1[O:9][N:8]=[C:7]([NH:10][C:11]([NH:13][C:14]2[CH:19]=[CH:18][CH:17]=[C:16]([OH:20])[CH:15]=2)=[O:12])[CH:6]=1)([CH3:4])([CH3:3])[CH3:2].Cl[C:22]1[C:31]2[C:26](=[CH:27][C:28]([O:39][CH3:40])=[CH:29][C:30]=2[O:32][CH:33]2[CH2:38][CH2:37][O:36][CH2:35][CH2:34]2)[N:25]=[CH:24][N:23]=1.C([O-])([O-])=O.[Cs+].[Cs+]. The catalyst is C(O)(C)C. The product is [C:1]([C:5]1[O:9][N:8]=[C:7]([NH:10][C:11]([NH:13][C:14]2[CH:19]=[CH:18][CH:17]=[C:16]([O:20][C:22]3[C:31]4[C:26](=[CH:27][C:28]([O:39][CH3:40])=[CH:29][C:30]=4[O:32][CH:33]4[CH2:34][CH2:35][O:36][CH2:37][CH2:38]4)[N:25]=[CH:24][N:23]=3)[CH:15]=2)=[O:12])[CH:6]=1)([CH3:4])([CH3:2])[CH3:3]. The yield is 0.280. (2) The catalyst is ClCCl. The reactants are Cl.Cl.[Br:3][C:4]1[CH:9]=[CH:8][C:7]([N:10]([CH2:14][CH3:15])[CH2:11][CH2:12][NH2:13])=[CH:6][CH:5]=1.N1C=CC=CC=1.[C:22](OC(=O)C)(=[O:24])[CH3:23]. The yield is 0.920. The product is [Br:3][C:4]1[CH:5]=[CH:6][C:7]([N:10]([CH2:14][CH3:15])[CH2:11][CH2:12][NH:13][C:22](=[O:24])[CH3:23])=[CH:8][CH:9]=1.